Dataset: NCI-60 drug combinations with 297,098 pairs across 59 cell lines. Task: Regression. Given two drug SMILES strings and cell line genomic features, predict the synergy score measuring deviation from expected non-interaction effect. (1) Drug 1: CC(C)(C1=NC(=CC=C1)N2C3=NC(=NC=C3C(=O)N2CC=C)NC4=CC=C(C=C4)N5CCN(CC5)C)O. Drug 2: CC1(CCCN1)C2=NC3=C(C=CC=C3N2)C(=O)N. Cell line: HCT116. Synergy scores: CSS=18.0, Synergy_ZIP=-4.56, Synergy_Bliss=-6.59, Synergy_Loewe=-62.0, Synergy_HSA=-5.49. (2) Drug 1: CS(=O)(=O)C1=CC(=C(C=C1)C(=O)NC2=CC(=C(C=C2)Cl)C3=CC=CC=N3)Cl. Drug 2: CC12CCC(CC1=CCC3C2CCC4(C3CC=C4C5=CN=CC=C5)C)O. Cell line: SF-268. Synergy scores: CSS=12.8, Synergy_ZIP=7.30, Synergy_Bliss=17.6, Synergy_Loewe=11.2, Synergy_HSA=13.5. (3) Drug 1: CCC1(CC2CC(C3=C(CCN(C2)C1)C4=CC=CC=C4N3)(C5=C(C=C6C(=C5)C78CCN9C7C(C=CC9)(C(C(C8N6C)(C(=O)OC)O)OC(=O)C)CC)OC)C(=O)OC)O.OS(=O)(=O)O. Drug 2: COCCOC1=C(C=C2C(=C1)C(=NC=N2)NC3=CC=CC(=C3)C#C)OCCOC.Cl. Cell line: HOP-92. Synergy scores: CSS=7.12, Synergy_ZIP=-2.00, Synergy_Bliss=-2.49, Synergy_Loewe=0.490, Synergy_HSA=0.0735.